From a dataset of Forward reaction prediction with 1.9M reactions from USPTO patents (1976-2016). Predict the product of the given reaction. (1) Given the reactants [CH:1]1([CH2:4][N:5]([CH2:15][CH2:16][CH3:17])[C:6]2[N:11]=[CH:10][N:9]=[C:8]([C:12]([OH:14])=O)[CH:7]=2)[CH2:3][CH2:2]1.C(N(C(C)C)CC)(C)C.ClC(OC)=O.[NH:32]1[CH:36]=[CH:35][C:34]([C:37]2[CH:38]=[C:39]([CH:41]=[CH:42][CH:43]=2)[NH2:40])=[N:33]1, predict the reaction product. The product is: [CH:1]1([CH2:4][N:5]([CH2:15][CH2:16][CH3:17])[C:6]2[N:11]=[CH:10][N:9]=[C:8]([C:12]([NH:40][C:39]3[CH:41]=[CH:42][CH:43]=[C:37]([C:34]4[CH:35]=[CH:36][NH:32][N:33]=4)[CH:38]=3)=[O:14])[CH:7]=2)[CH2:2][CH2:3]1. (2) The product is: [CH3:2][O:28][C:27](=[O:29])[CH2:26][C@H:23]1[C:22]2[CH:30]=[CH:31][C:19]([O:18][C@H:12]3[C:13]4[C:9](=[C:8]([Br:7])[CH:16]=[CH:15][C:14]=4[F:17])[CH2:10][CH2:11]3)=[CH:20][C:21]=2[O:25][CH2:24]1. Given the reactants N1CCOC[CH2:2]1.[Br:7][C:8]1[CH:16]=[CH:15][C:14]([F:17])=[C:13]2[C:9]=1[CH2:10][CH2:11][C@H:12]2[O:18][C:19]1[CH:31]=[CH:30][C:22]2[C@H:23]([CH2:26][C:27]([OH:29])=[O:28])[CH2:24][O:25][C:21]=2[CH:20]=1.Cl, predict the reaction product.